From a dataset of Full USPTO retrosynthesis dataset with 1.9M reactions from patents (1976-2016). Predict the reactants needed to synthesize the given product. (1) The reactants are: [CH3:1][S:2]([O:5][C:6]1[CH:11]=[CH:10][C:9]([C:12]2([C:20]3[CH:25]=[CH:24][C:23]([F:26])=[C:22](/[CH:27]=[CH:28]/[CH:29]4[CH2:31][CH2:30]4)[CH:21]=3)[C:16](=[O:17])[N:15]([CH3:18])[C:14]([NH2:19])=[N:13]2)=[CH:8][CH:7]=1)(=[O:4])=[O:3]. Given the product [CH3:1][S:2]([O:5][C:6]1[CH:7]=[CH:8][C:9]([C:12]2([C:20]3[CH:25]=[CH:24][C:23]([F:26])=[C:22]([CH2:27][CH2:28][CH:29]4[CH2:31][CH2:30]4)[CH:21]=3)[C:16](=[O:17])[N:15]([CH3:18])[C:14]([NH2:19])=[N:13]2)=[CH:10][CH:11]=1)(=[O:3])=[O:4], predict the reactants needed to synthesize it. (2) Given the product [F:26][C:23]1[CH:24]=[CH:25][C:20]([C:19]([NH:18][CH2:17][C:5]2([C:13]([F:14])([F:15])[F:16])[C:4]3[C:9](=[CH:10][CH:11]=[C:2]([C:30]4[NH:29][N:28]=[CH:32][CH:31]=4)[CH:3]=3)[NH:8][C:7](=[O:12])[NH:6]2)=[O:27])=[CH:21][CH:22]=1, predict the reactants needed to synthesize it. The reactants are: Br[C:2]1[CH:3]=[C:4]2[C:9](=[CH:10][CH:11]=1)[NH:8][C:7](=[O:12])[NH:6][C:5]2([CH2:17][NH:18][C:19](=[O:27])[C:20]1[CH:25]=[CH:24][C:23]([F:26])=[CH:22][CH:21]=1)[C:13]([F:16])([F:15])[F:14].[NH:28]1[C:32](B(O)O)=[CH:31][CH:30]=[N:29]1.O.O.O.P([O-])([O-])([O-])=O.[K+].[K+].[K+].